This data is from Experimentally validated miRNA-target interactions with 360,000+ pairs, plus equal number of negative samples. The task is: Binary Classification. Given a miRNA mature sequence and a target amino acid sequence, predict their likelihood of interaction. (1) The miRNA is hsa-miR-329-3p with sequence AACACACCUGGUUAACCUCUUU. The protein sequence of the target gene is MAFMFTEHLLFLTLMMCSFSTCEESVSNYSEWAVFTDDIQWLKSQKIQDFKLNRRLHPNLYFDAGDIQTLKQKSRTSHLHIFRAIKSAVTIMLSNPSYYLPPPKHAEFAAKWNEIYGNNLPPLALYCLLCPEDKVAFEFVMEYMDRMVSYKDWLVENAPGDEVPVGHSLTGFATAFDFLYNLLGNQRKQKYLEKIWIVTEEMYEYSKIRSWGKQLLHNHQATNMIALLIGALVTGVDKGSKANIWKQVVVDVMEKTMFLLKHIVDGSLDEGVAYGSYTSKSVTQYVFLAQRHFNINNFDN.... Result: 0 (no interaction). (2) The miRNA is hsa-miR-5588-3p with sequence AAGUCCCACUAAUGCCAGC. Result: 0 (no interaction). The protein sequence of the target gene is MEPDSVIEDKTIELMCSVPRSLWLGCANLVESMCALSCLQSMPSVRCLQISNGTSSVIVSRKRPSEGNYQKEKDLCIKYFDQWSESDQVEFVEHLISRMCHYQHGHINSYLKPMLQRDFITALPEQGLDHIAENILSYLDARSLCAAELVCKEWQRVISEGMLWKKLIERMVRTDPLWKGLSERRGWDQYLFKNRPTDGPPNSFYRSLYPKIIQDIETIESNWRCGRHNLQRIQCRSENSKGVYCLQYDDDKIISGLRDNSIKIWDKSSLECLKVLTGHTGSVLCLQYDERVIVTGSSDS.... (3) Result: 1 (interaction). The miRNA is hsa-miR-6883-5p with sequence AGGGAGGGUGUGGUAUGGAUGU. The protein sequence of the target gene is MGKKGKVGKSRRDKFYHLAKETGYRSRSAFKLIQLNRRFQFLQKARALLDLCAAPGGWLQVAAKFMPVSSLIVGVDLVPIKPLPNVVTLQQDITTERCRQALRKELKTWKVDVVLNDGAPNVGASWVHDAYSQAHLTLMALRLACDFLARGGSFITKVFRSRDYQPLLWIFQQLFRRVQATKPQASRHESAEIFVVCQGFLAPDKVDSKFFDPKFAFKEVEVQAKTVTELVTKKKPKAEGYAEGDLTLYHRTSVTDFLRAANPVDFLSKASEIMVDDEELAQHPATTEDIRVCCQDIRVL.... (4) The miRNA is mmu-miR-2139 with sequence AGCUGCGCUGCUCCUGGUAACUGC. The protein sequence of the target gene is MEAARPSGSWNGALCRLLLLTLAILIFASDACKNVTLHVPSKLDAEKLVGRVNLKECFTAANLIHSSDPDFQILEDGSVYTTNTILLSSEKRSFTILLSNTENQEKKKIFVFLEHQTKVLKKRHTKEKVLRRAKRRWAPIPCSMLENSLGPFPLFLQQVQSDTAQNYTIYYSIRGPGVDQEPRNLFYVERDTGNLYCTRPVDREQYESFEIIAFATTPDGYTPELPLPLIIKIEDENDNYPIFTEETYTFTIFENCRVGTTVGQVCATDKDEPDTMHTRLKYSIIGQVPPSPTLFSMHPT.... Result: 0 (no interaction). (5) The miRNA is mmu-miR-344h-3p with sequence GGUAUAACCAAAGCCCGACUGU. The protein sequence of the target gene is MKAGKSERERSGRRRHRSGDALTTVVVKQERLSPEPVAHRRPDAPAASLSPPAAEPGHSGHRGSRARSPAKKKSKSSGRRSKSPRTKRSQSPHYPMVKVKQEREDHPRRGREDRQHREPSEQEHRRARNSERDRHRGHSRQGRSSDERPVSGQDRDRDSQNLQAQEEERDFHNARRREHRQQNESAGSEAQEVIPRPAGNRSKEVPVKEKPSFELSGALLEDTNTFRGVVIKYSEPPEARIPKKRWRLYPFKNDEVLPVMYIHRQSAYLLGRHRRIADIPIDHPSCSKQHAVFQYRLVEY.... Result: 0 (no interaction).